This data is from Reaction yield outcomes from USPTO patents with 853,638 reactions. The task is: Predict the reaction yield, written as a fraction of the theoretical maximum amount of product (1.0 means a 100% yield; for example, 0.34 means a 34% yield). (1) The yield is 0.580. The catalyst is ClCCl. The product is [Cl:2][C:3]1[CH:21]=[CH:20][C:6]([CH:7]([O:15][CH:16]2[CH2:19][N:18]([C:29]([NH:28][C:22]3[CH:27]=[CH:26][CH:25]=[CH:24][CH:23]=3)=[O:30])[CH2:17]2)[C:8]2[CH:9]=[CH:10][C:11]([Cl:14])=[CH:12][CH:13]=2)=[CH:5][CH:4]=1. The reactants are Cl.[Cl:2][C:3]1[CH:21]=[CH:20][C:6]([CH:7]([O:15][CH:16]2[CH2:19][NH:18][CH2:17]2)[C:8]2[CH:13]=[CH:12][C:11]([Cl:14])=[CH:10][CH:9]=2)=[CH:5][CH:4]=1.[C:22]1([N:28]=[C:29]=[O:30])[CH:27]=[CH:26][CH:25]=[CH:24][CH:23]=1.C(N(CC)CC)C. (2) The reactants are [O:1]1[CH:5]=[CH:4][CH:3]=[C:2]1[C:6]1[CH:35]=[CH:34][C:9]([C:10]([N:12]([CH2:16][C:17]2[CH:33]=[CH:32][CH:31]=[CH:30][C:18]=2[O:19][CH2:20][CH2:21][CH2:22][CH2:23][CH2:24][CH2:25][C:26]([O:28]C)=[O:27])[CH:13]([CH3:15])[CH3:14])=[O:11])=[CH:8][CH:7]=1.O.[OH-].[Li+]. The catalyst is C1COCC1.O. The product is [O:1]1[CH:5]=[CH:4][CH:3]=[C:2]1[C:6]1[CH:7]=[CH:8][C:9]([C:10]([N:12]([CH2:16][C:17]2[CH:33]=[CH:32][CH:31]=[CH:30][C:18]=2[O:19][CH2:20][CH2:21][CH2:22][CH2:23][CH2:24][CH2:25][C:26]([OH:28])=[O:27])[CH:13]([CH3:15])[CH3:14])=[O:11])=[CH:34][CH:35]=1. The yield is 0.571. (3) The reactants are Br[C:2]1[CH:3]=[N:4][C:5]([C:8]2[CH:13]=[CH:12][CH:11]=[CH:10][CH:9]=2)=[CH:6][CH:7]=1.C([Li])CCC.Cl[Ge:20]([CH3:23])([CH3:22])[CH3:21].O. The catalyst is O1CCCC1. The product is [CH3:21][Ge:20]([CH3:23])([CH3:22])[C:2]1[CH:3]=[N:4][C:5]([C:8]2[CH:13]=[CH:12][CH:11]=[CH:10][CH:9]=2)=[CH:6][CH:7]=1. The yield is 0.420.